From a dataset of Forward reaction prediction with 1.9M reactions from USPTO patents (1976-2016). Predict the product of the given reaction. (1) Given the reactants [Cl:1][C:2]1[CH:7]=[C:6]([O:8][C:9]2[CH:14]=[CH:13][C:12]([N:15]=[C:16]=[O:17])=[CH:11][CH:10]=2)[N:5]=[CH:4][N:3]=1.[CH3:18][C:19]([CH3:40])([CH3:39])[CH2:20][N:21]1[CH2:26][CH2:25][N:24]([CH2:27][C:28]2[CH:33]=[CH:32][C:31]([NH2:34])=[CH:30][C:29]=2[C:35]([F:38])([F:37])[F:36])[CH2:23][CH2:22]1, predict the reaction product. The product is: [Cl:1][C:2]1[N:3]=[CH:4][N:5]=[C:6]([O:8][C:9]2[CH:10]=[CH:11][C:12]([NH:15][C:16]([NH:34][C:31]3[CH:32]=[CH:33][C:28]([CH2:27][N:24]4[CH2:23][CH2:22][N:21]([CH2:20][C:19]([CH3:40])([CH3:39])[CH3:18])[CH2:26][CH2:25]4)=[C:29]([C:35]([F:38])([F:37])[F:36])[CH:30]=3)=[O:17])=[CH:13][CH:14]=2)[CH:7]=1. (2) Given the reactants [C:9](O[C:9]([O:11][C:12]([CH3:15])([CH3:14])[CH3:13])=[O:10])([O:11][C:12]([CH3:15])([CH3:14])[CH3:13])=[O:10].[NH:16]1[CH2:21][CH2:20][CH:19]([C:22]([O:24][CH2:25][CH3:26])=[O:23])[CH2:18][CH2:17]1, predict the reaction product. The product is: [N:16]1([C:9]([O:11][C:12]([CH3:13])([CH3:14])[CH3:15])=[O:10])[CH2:21][CH2:20][CH:19]([C:22]([O:24][CH2:25][CH3:26])=[O:23])[CH2:18][CH2:17]1.